This data is from Forward reaction prediction with 1.9M reactions from USPTO patents (1976-2016). The task is: Predict the product of the given reaction. (1) Given the reactants [N:1]([CH:4]1[CH2:13][CH2:12][C:11]2[CH:10]=[C:9]([C:14]3[N:18]=[C:17]([C:19]4[O:23][N:22]=[C:21]([C:24]5[CH:29]=[CH:28][CH:27]=[CH:26][CH:25]=5)[C:20]=4[C:30]([F:33])([F:32])[F:31])[O:16][N:15]=3)[CH:8]=[CH:7][C:6]=2[CH:5]1[O:34][Si:35]([C:38]([CH3:41])([CH3:40])[CH3:39])([CH3:37])[CH3:36])=[N+]=[N-].C(OCC)(=O)C.C(Cl)Cl.O.O.[Sn](Cl)Cl, predict the reaction product. The product is: [Si:35]([O:34][CH:5]1[C:6]2[C:11](=[CH:10][C:9]([C:14]3[N:18]=[C:17]([C:19]4[O:23][N:22]=[C:21]([C:24]5[CH:25]=[CH:26][CH:27]=[CH:28][CH:29]=5)[C:20]=4[C:30]([F:31])([F:32])[F:33])[O:16][N:15]=3)=[CH:8][CH:7]=2)[CH2:12][CH2:13][CH:4]1[NH2:1])([C:38]([CH3:40])([CH3:41])[CH3:39])([CH3:36])[CH3:37]. (2) The product is: [CH2:1]([N:8]1[C:20]2[CH:19]=[C:18]([C:21]([OH:23])=[O:22])[CH:17]=[CH:16][C:15]=2[C:14]2[C:9]1=[CH:10][C:11]([C:27]1[C:28]([CH3:33])=[N:29][O:30][C:31]=1[CH3:32])=[CH:12][C:13]=2[C:25]#[N:26])[C:2]1[CH:3]=[CH:4][CH:5]=[CH:6][CH:7]=1. Given the reactants [CH2:1]([N:8]1[C:20]2[CH:19]=[C:18]([C:21]([O:23]C)=[O:22])[CH:17]=[CH:16][C:15]=2[C:14]2[C:9]1=[CH:10][C:11]([C:27]1[C:28]([CH3:33])=[N:29][O:30][C:31]=1[CH3:32])=[CH:12][C:13]=2[C:25]#[N:26])[C:2]1[CH:7]=[CH:6][CH:5]=[CH:4][CH:3]=1.[OH-].[Na+], predict the reaction product. (3) Given the reactants C1(N(Cl)C(=O)N(Cl)C(=O)N1Cl)=O.[Cl:28][C:25]1[CH:26]=[CH:27][C:22]([S:21][S:21][C:22]2[CH:27]=[CH:26][C:25]([Cl:28])=[CH:24][CH:23]=2)=[CH:23][CH:24]=1.[CH2:29]([O:31][C:32](=[O:45])[CH2:33][N:34]1[C:42]2[CH2:41][CH2:40][CH2:39][C:38](=[O:43])[C:37]=2[CH:36]=[C:35]1[CH3:44])[CH3:30].C([O-])(O)=O.[Na+], predict the reaction product. The product is: [CH2:29]([O:31][C:32](=[O:45])[CH2:33][N:34]1[C:42]2[CH2:41][CH2:40][CH2:39][C:38](=[O:43])[C:37]=2[C:36]([S:21][C:22]2[CH:23]=[CH:24][C:25]([Cl:28])=[CH:26][CH:27]=2)=[C:35]1[CH3:44])[CH3:30]. (4) The product is: [I:18][C:30]1[CH:31]=[C:26]([CH2:25][C:20]2[N:21]=[CH:22][CH:23]=[CH:24][N:19]=2)[CH:27]=[CH:28][C:29]=1[OH:32]. Given the reactants [B-](F)(F)(F)F.C1C=CN=CC=1.C1C=CN=CC=1.[IH2+:18].[N:19]1[CH:24]=[CH:23][CH:22]=[N:21][C:20]=1[CH2:25][C:26]1[CH:31]=[CH:30][C:29]([OH:32])=[CH:28][CH:27]=1.C(O)(C(F)(F)F)=O, predict the reaction product.